Regression. Given a peptide amino acid sequence and an MHC pseudo amino acid sequence, predict their binding affinity value. This is MHC class II binding data. From a dataset of Peptide-MHC class II binding affinity with 134,281 pairs from IEDB. (1) The peptide sequence is TFHVEKGSNPNYLAL. The MHC is HLA-DPA10103-DPB10401 with pseudo-sequence HLA-DPA10103-DPB10401. The binding affinity (normalized) is 0.162. (2) The peptide sequence is KQAYAATVATAPEVK. The MHC is HLA-DPA10103-DPB10401 with pseudo-sequence HLA-DPA10103-DPB10401. The binding affinity (normalized) is 0.124. (3) The peptide sequence is GANYFLQISRVNDLN. The MHC is DRB1_0404 with pseudo-sequence DRB1_0404. The binding affinity (normalized) is 0.655. (4) The binding affinity (normalized) is 0.284. The peptide sequence is RWFHERGYVKLEGRV. The MHC is HLA-DQA10501-DQB10402 with pseudo-sequence HLA-DQA10501-DQB10402. (5) The peptide sequence is GELQIVDKIDAAGKI. The MHC is DRB1_1201 with pseudo-sequence DRB1_1201. The binding affinity (normalized) is 0.602. (6) The peptide sequence is SILKWHLHKVVEVPI. The MHC is H-2-IAb with pseudo-sequence H-2-IAb. The binding affinity (normalized) is 0.253. (7) The peptide sequence is ECTLFESLRDEEA. The binding affinity (normalized) is 0.320. The MHC is HLA-DQA10101-DQB10501 with pseudo-sequence HLA-DQA10101-DQB10501.